Task: Predict the reactants needed to synthesize the given product.. Dataset: Full USPTO retrosynthesis dataset with 1.9M reactions from patents (1976-2016) (1) Given the product [CH2:15]([O:7][C:5]1[CH2:6][O:1][CH2:2][C:3](=[O:8])[CH:4]=1)[CH3:16], predict the reactants needed to synthesize it. The reactants are: [O:1]1[CH2:6][C:5](=[O:7])[CH2:4][C:3](=[O:8])[CH2:2]1.[Na].S(=O)(=O)(O)O.[CH2:15](O)[CH3:16]. (2) Given the product [CH2:33]([C:4]1([C:7]([O:9][CH2:10][CH3:11])=[O:8])[CH2:3][CH2:2][NH:1][CH2:6][CH2:5]1)[CH3:34], predict the reactants needed to synthesize it. The reactants are: [N:1]1(C(OCC2C=CC=CC=2)=O)[CH2:6][CH2:5][CH:4]([C:7]([O:9][CH2:10][CH3:11])=[O:8])[CH2:3][CH2:2]1.C[Si]([N-][Si](C)(C)C)(C)C.[Li+].I[CH2:33][CH3:34].C(=O)([O-])O.[Na+].[H][H]. (3) The reactants are: [CH2:1](N)[C:2]#[CH:3].[N:5]1C=CC=CC=1.[Cl:11][C:12]1[CH:13]=[C:14]([S:18](Cl)(=[O:20])=[O:19])[CH:15]=[CH:16][CH:17]=1. Given the product [CH2:3]([C:13]1[C:12]([Cl:11])=[CH:17][CH:16]=[CH:15][C:14]=1[S:18]([NH2:5])(=[O:20])=[O:19])[C:2]#[CH:1], predict the reactants needed to synthesize it. (4) Given the product [Br:15][CH2:16][CH2:17][CH2:18][CH2:19][O:3][C:4]1[CH:13]=[C:12]2[C:7]([CH2:8][CH2:9][C:10](=[O:14])[NH:11]2)=[CH:6][CH:5]=1, predict the reactants needed to synthesize it. The reactants are: [OH-].[K+].[OH:3][C:4]1[CH:13]=[C:12]2[C:7]([CH2:8][CH2:9][C:10](=[O:14])[NH:11]2)=[CH:6][CH:5]=1.[Br:15][CH2:16][CH2:17][CH2:18][CH2:19]Br. (5) Given the product [C:17]([CH2:16][C:15]1[N:14]2[C:9]([CH:10]=[CH:11][CH:12]=[CH:13]2)=[CH:8][C:7]=1[CH2:6][CH2:5][C:4]([OH:22])=[O:3])([OH:19])=[O:18], predict the reactants needed to synthesize it. The reactants are: C([O:3][C:4](=[O:22])[CH2:5][CH2:6][C:7]1[CH:8]=[C:9]2[N:14]([C:15]=1[CH2:16][C:17]([O:19]CC)=[O:18])[CH:13]=[CH:12][CH:11]=[CH:10]2)C.CC(C)([O-])C.[K+].Cl. (6) The reactants are: [F-].[K+].[NH2:3][C:4]1[CH:9]=[CH:8][C:7]([N+:10]([O-:12])=[O:11])=[CH:6][C:5]=1[OH:13].Br[C:15]1([C:19](OCC)=[O:20])[CH2:18][CH2:17][CH2:16]1. Given the product [N+:10]([C:7]1[CH:8]=[CH:9][C:4]2[NH:3][C:19](=[O:20])[C:15]3([O:13][C:5]=2[CH:6]=1)[CH2:18][CH2:17][CH2:16]3)([O-:12])=[O:11], predict the reactants needed to synthesize it.